From a dataset of Forward reaction prediction with 1.9M reactions from USPTO patents (1976-2016). Predict the product of the given reaction. (1) Given the reactants [N:1]1[C:10]2[C:5](=[CH:6][CH:7]=[C:8]([O:11][C:12]3[N:17]=[CH:16][N:15]=[C:14]([C:18]4[CH:23]=[CH:22][C:21]([C:24]([F:27])([F:26])[F:25])=[CH:20][C:19]=4[NH2:28])[CH:13]=3)[CH:9]=2)[CH:4]=[CH:3][CH:2]=1.[C:29](OC(=O)C)(=[O:31])[CH3:30].C([O-])(O)=O.[Na+].O, predict the reaction product. The product is: [N:1]1[C:10]2[C:5](=[CH:6][CH:7]=[C:8]([O:11][C:12]3[N:17]=[CH:16][N:15]=[C:14]([C:18]4[CH:23]=[CH:22][C:21]([C:24]([F:25])([F:27])[F:26])=[CH:20][C:19]=4[NH:28][C:29](=[O:31])[CH3:30])[CH:13]=3)[CH:9]=2)[CH:4]=[CH:3][CH:2]=1. (2) Given the reactants C([O:8][C:9]1[CH:14]=[CH:13][C:12]([C:15]2[C:16](=[O:25])[N:17]([CH2:21][CH:22]([F:24])[F:23])[CH:18]=[CH:19][CH:20]=2)=[CH:11][CH:10]=1)C1C=CC=CC=1, predict the reaction product. The product is: [F:24][CH:22]([F:23])[CH2:21][N:17]1[CH:18]=[CH:19][CH:20]=[C:15]([C:12]2[CH:13]=[CH:14][C:9]([OH:8])=[CH:10][CH:11]=2)[C:16]1=[O:25]. (3) Given the reactants Br[C:2]1[CH:7]=[C:6]([CH3:8])[CH:5]=[C:4]([CH3:9])[C:3]=1[OH:10].[O:11]1[CH:15]=[CH:14][CH:13]=[C:12]1B(O)O.C(=O)([O-])[O-].[Na+].[Na+], predict the reaction product. The product is: [O:11]1[CH:15]=[CH:14][CH:13]=[C:12]1[C:2]1[CH:7]=[C:6]([CH3:8])[CH:5]=[C:4]([CH3:9])[C:3]=1[OH:10]. (4) Given the reactants [CH2:1]([O:8][C:9]1[CH:14]=[CH:13][C:12]([C:15]2[NH:19][N:18]=[N:17][N:16]=2)=[CH:11][C:10]=1[F:20])[C:2]1[CH:7]=[CH:6][CH:5]=[CH:4][CH:3]=1.[H-].[Na+].I[CH3:24], predict the reaction product. The product is: [CH2:1]([O:8][C:9]1[CH:14]=[CH:13][C:12]([C:15]2[N:16]=[N:17][N:18]([CH3:24])[N:19]=2)=[CH:11][C:10]=1[F:20])[C:2]1[CH:3]=[CH:4][CH:5]=[CH:6][CH:7]=1.[CH2:1]([O:8][C:9]1[CH:14]=[CH:13][C:12]([C:15]2[N:19]([CH3:24])[N:18]=[N:17][N:16]=2)=[CH:11][C:10]=1[F:20])[C:2]1[CH:3]=[CH:4][CH:5]=[CH:6][CH:7]=1. (5) Given the reactants [Br:1][C:2]1[CH:7]=[C:6]([O:8][CH2:9][CH3:10])[CH:5]=[CH:4][C:3]=1[N+:11]([O-])=O, predict the reaction product. The product is: [Br:1][C:2]1[CH:7]=[C:6]([O:8][CH2:9][CH3:10])[CH:5]=[CH:4][C:3]=1[NH2:11]. (6) Given the reactants C(OC([N:11]1[CH2:15][C@@H:14]([OH:16])[CH2:13][C@H:12]1[C:17]([OH:19])=[O:18])=O)C1C=CC=CC=1.[H-].[Na+].[CH3:22]I.[H][H], predict the reaction product. The product is: [CH3:22][O:16][C@@H:14]1[CH2:15][NH:11][C@H:12]([C:17]([OH:19])=[O:18])[CH2:13]1. (7) Given the reactants Cl.[Cl:2][C:3]1[CH:8]=[CH:7][C:6]([N+:9]([O-])=O)=[CH:5][C:4]=1[CH2:12][N:13]([CH3:15])[CH3:14], predict the reaction product. The product is: [Cl:2][C:3]1[CH:8]=[CH:7][C:6]([NH2:9])=[CH:5][C:4]=1[CH2:12][N:13]([CH3:15])[CH3:14]. (8) Given the reactants [Br:1][C:2]1[N:7]=[C:6]([C:8]2([CH3:15])[CH2:13][O:12][CH2:11][C:10]([NH2:14])=[N:9]2)[CH:5]=[CH:4][CH:3]=1.[CH3:16][C:17]([O:20][C:21](O[C:21]([O:20][C:17]([CH3:19])([CH3:18])[CH3:16])=[O:22])=[O:22])([CH3:19])[CH3:18].CCN(C(C)C)C(C)C, predict the reaction product. The product is: [C:17]([O:20][C:21](=[O:22])[NH:14][C:10]1[CH2:11][O:12][CH2:13][C:8]([C:6]2[CH:5]=[CH:4][CH:3]=[C:2]([Br:1])[N:7]=2)([CH3:15])[N:9]=1)([CH3:19])([CH3:18])[CH3:16].